From a dataset of Full USPTO retrosynthesis dataset with 1.9M reactions from patents (1976-2016). Predict the reactants needed to synthesize the given product. (1) Given the product [CH3:25][O:24][C:22]1[CH:23]=[C:18]([CH2:17][S:9]([C:6]2[CH:7]=[CH:8][C:3]([O:2][CH3:1])=[C:4]([N+:12]([O-:14])=[O:13])[CH:5]=2)(=[O:11])=[O:10])[CH:19]=[C:20]([O:28][CH3:29])[C:21]=1[O:26][CH3:27], predict the reactants needed to synthesize it. The reactants are: [CH3:1][O:2][C:3]1[CH:8]=[CH:7][C:6]([S:9]([O-:11])=[O:10])=[CH:5][C:4]=1[N+:12]([O-:14])=[O:13].[Na+].Cl[CH2:17][C:18]1[CH:19]=[C:20]([O:28][CH3:29])[C:21]([O:26][CH3:27])=[C:22]([O:24][CH3:25])[CH:23]=1. (2) Given the product [F:46][C:2]1([F:1])[CH2:3][CH2:4][CH:5]([C:8]2[C:17]3[C@@H:16]([OH:18])[CH2:15][C:14]([CH3:19])([CH3:20])[CH2:13][C:12]=3[N:11]=[C:10]([CH:21]3[CH2:22][CH2:23][N:24]([C:27]4[N:32]=[CH:31][C:30]([O:33][CH2:57][C@@H:58]5[CH2:62][O:61][C:60]([CH3:64])([CH3:63])[O:59]5)=[CH:29][N:28]=4)[CH2:25][CH2:26]3)[C:9]=2[C@@H:34]([F:45])[C:35]2[CH:36]=[CH:37][C:38]([C:41]([F:43])([F:42])[F:44])=[CH:39][CH:40]=2)[CH2:6][CH2:7]1, predict the reactants needed to synthesize it. The reactants are: [F:1][C:2]1([F:46])[CH2:7][CH2:6][CH:5]([C:8]2[C:17]3[C@@H:16]([OH:18])[CH2:15][C:14]([CH3:20])([CH3:19])[CH2:13][C:12]=3[N:11]=[C:10]([CH:21]3[CH2:26][CH2:25][N:24]([C:27]4[N:32]=[CH:31][C:30]([OH:33])=[CH:29][N:28]=4)[CH2:23][CH2:22]3)[C:9]=2[C@@H:34]([F:45])[C:35]2[CH:40]=[CH:39][C:38]([C:41]([F:44])([F:43])[F:42])=[CH:37][CH:36]=2)[CH2:4][CH2:3]1.C1(C)C=CC(S(O[CH2:57][C@@H:58]2[CH2:62][O:61][C:60]([CH3:64])([CH3:63])[O:59]2)(=O)=O)=CC=1.C(=O)([O-])[O-].[K+].[K+].O. (3) Given the product [CH3:15][CH2:16][CH:17]([NH:21][C:11]([C:9]1[O:10][C:6]2[CH:5]=[CH:4][C:3]([O:2][CH3:1])=[CH:14][C:7]=2[CH:8]=1)=[O:13])[CH2:18][CH2:19][CH3:20], predict the reactants needed to synthesize it. The reactants are: [CH3:1][O:2][C:3]1[CH:4]=[CH:5][C:6]2[O:10][C:9]([C:11]([OH:13])=O)=[CH:8][C:7]=2[CH:14]=1.[CH3:15][CH2:16][CH:17]([NH2:21])[CH2:18][CH2:19][CH3:20]. (4) Given the product [Br:1][C:2]1[CH:3]=[CH:4][C:5]([CH:8]([C:10]2[S:11][CH:12]=[CH:13][N:14]=2)[O:9][CH:16]([CH2:21][CH:22]([CH3:24])[CH3:23])[C:17]([O:19][CH3:20])=[O:18])=[CH:6][CH:7]=1, predict the reactants needed to synthesize it. The reactants are: [Br:1][C:2]1[CH:7]=[CH:6][C:5]([CH:8]([C:10]2[S:11][CH:12]=[CH:13][N:14]=2)[OH:9])=[CH:4][CH:3]=1.Br[CH:16]([CH2:21][CH:22]([CH3:24])[CH3:23])[C:17]([O:19][CH3:20])=[O:18]. (5) Given the product [CH2:1]([O:8][C:9]1[CH:10]=[CH:11][CH:12]=[C:13]2[C:17]=1[NH:16][CH:15]=[C:14]2[CH2:18][C@H:19]([NH:21][C:24](=[O:25])[C@H:23]([OH:22])[C:27]1[CH:28]=[N:29][CH:30]=[CH:31][CH:32]=1)[CH3:20])[C:2]1[CH:7]=[CH:6][CH:5]=[CH:4][CH:3]=1, predict the reactants needed to synthesize it. The reactants are: [CH2:1]([O:8][C:9]1[CH:10]=[CH:11][CH:12]=[C:13]2[C:17]=1[NH:16][CH:15]=[C:14]2[CH2:18][C@H:19]([NH2:21])[CH3:20])[C:2]1[CH:7]=[CH:6][CH:5]=[CH:4][CH:3]=1.[OH:22][C@H:23]([C:27]1[CH:28]=[N:29][CH:30]=[CH:31][CH:32]=1)[C:24](O)=[O:25].S([O-])([O-])(=O)=O.C(N(CC)CC)C.Cl.C(N=C=NCCCN(C)C)C.ON1C2C=CC=CC=2N=N1. (6) Given the product [C:20]([C:2]1[N:3]=[C:4]2[C:10]3[CH:11]=[C:12]([C:15]([O:17][CH3:24])=[O:16])[CH:13]=[CH:14][C:9]=3[O:8][CH2:7][CH2:6][N:5]2[CH:18]=1)#[N:21], predict the reactants needed to synthesize it. The reactants are: I[C:2]1[N:3]=[C:4]2[C:10]3[CH:11]=[C:12]([C:15]([O-:17])=[O:16])[CH:13]=[CH:14][C:9]=3[O:8][CH2:7][CH2:6][N:5]2[CH:18]=1.[Cu](C#N)[C:20]#[N:21].[CH3:24]N(C)C=O.